From a dataset of Catalyst prediction with 721,799 reactions and 888 catalyst types from USPTO. Predict which catalyst facilitates the given reaction. Reactant: [H-].[Na+].[CH2:3]([OH:7])[CH2:4][CH2:5][OH:6].Cl[C:9]1[CH:16]=[CH:15][C:12]([C:13]#[N:14])=[CH:11][N:10]=1.O. Product: [OH:6][CH2:5][CH2:4][CH2:3][O:7][C:9]1[CH:16]=[CH:15][C:12]([C:13]#[N:14])=[CH:11][N:10]=1. The catalyst class is: 3.